From a dataset of Forward reaction prediction with 1.9M reactions from USPTO patents (1976-2016). Predict the product of the given reaction. (1) Given the reactants C[O:2][C:3](=O)[CH2:4][CH2:5][CH:6]([C:32](=[O:34])[NH2:33])[N:7]1[CH2:15][C:14]2[C:9](=[CH:10][CH:11]=[CH:12][C:13]=2[O:16][CH2:17][C:18]2[CH:23]=[CH:22][C:21]([CH2:24][N:25]3[CH2:30][CH2:29][O:28][CH2:27][CH2:26]3)=[CH:20][CH:19]=2)[C:8]1=[O:31].CC(C)([O-])C.[K+].Cl.C([O-])(O)=O.[Na+], predict the reaction product. The product is: [O:28]1[CH2:29][CH2:30][N:25]([CH2:24][C:21]2[CH:20]=[CH:19][C:18]([CH2:17][O:16][C:13]3[CH:12]=[CH:11][CH:10]=[C:9]4[C:14]=3[CH2:15][N:7]([CH:6]3[CH2:5][CH2:4][C:3](=[O:2])[NH:33][C:32]3=[O:34])[C:8]4=[O:31])=[CH:23][CH:22]=2)[CH2:26][CH2:27]1. (2) Given the reactants [F:1][C:2]([F:12])([F:11])[O:3][C:4]1[CH:5]=[C:6]([CH:8]=[CH:9][CH:10]=1)[NH2:7].Cl[C:14]1[N:19]=[C:18]([NH:20][C:21]2[CH:26]=[CH:25][C:24]([N:27]3[CH:31]=[C:30]([CH3:32])[N:29]=[CH:28]3)=[C:23]([O:33][CH3:34])[CH:22]=2)[CH:17]=[CH:16][CH:15]=1, predict the reaction product. The product is: [CH3:34][O:33][C:23]1[CH:22]=[C:21]([NH:20][C:18]2[CH:17]=[CH:16][CH:15]=[C:14]([NH:7][C:6]3[CH:8]=[CH:9][CH:10]=[C:4]([O:3][C:2]([F:11])([F:12])[F:1])[CH:5]=3)[N:19]=2)[CH:26]=[CH:25][C:24]=1[N:27]1[CH:31]=[C:30]([CH3:32])[N:29]=[CH:28]1. (3) Given the reactants [Cl:1][C:2]1[C:3]([O:12][C:13]2[CH:18]=[C:17]([O:19][CH2:20][CH2:21][O:22][CH3:23])[CH:16]=[CH:15][C:14]=2/[CH:24]=[CH:25]/[CH2:26]O)=[N:4][CH:5]=[C:6]([C:8]([F:11])([F:10])[F:9])[CH:7]=1.CS(Cl)(=O)=O.Cl.C1(=O)[NH:38]C(=O)C2=CC=CC=C12.[K].O.NN, predict the reaction product. The product is: [Cl:1][C:2]1[C:3]([O:12][C:13]2[CH:18]=[C:17]([O:19][CH2:20][CH2:21][O:22][CH3:23])[CH:16]=[CH:15][C:14]=2/[CH:24]=[CH:25]/[CH2:26][NH2:38])=[N:4][CH:5]=[C:6]([C:8]([F:9])([F:11])[F:10])[CH:7]=1. (4) The product is: [C:10]1([C:2]2[O:1][CH:5]=[CH:4][CH:3]=2)[CH:15]=[CH:14][CH:13]=[CH:12][CH:11]=1. Given the reactants [O:1]1[CH:5]=[CH:4][CH:3]=[C:2]1B(O)O.Br[C:10]1[CH:15]=[CH:14][CH:13]=[CH:12][CH:11]=1.[O-]P([O-])([O-])=O.[K+].[K+].[K+], predict the reaction product. (5) The product is: [CH3:13][N:12]1[C:8]([C:6]2[CH:7]=[C:2]([NH2:14])[CH:3]=[N:4][CH:5]=2)=[N:9][N:10]=[N:11]1. Given the reactants Br[C:2]1[CH:3]=[N:4][CH:5]=[C:6]([C:8]2[N:12]([CH3:13])[N:11]=[N:10][N:9]=2)[CH:7]=1.[NH3:14], predict the reaction product.